Dataset: NCI-60 drug combinations with 297,098 pairs across 59 cell lines. Task: Regression. Given two drug SMILES strings and cell line genomic features, predict the synergy score measuring deviation from expected non-interaction effect. (1) Drug 1: CC12CCC3C(C1CCC2O)C(CC4=C3C=CC(=C4)O)CCCCCCCCCS(=O)CCCC(C(F)(F)F)(F)F. Drug 2: C1C(C(OC1N2C=NC(=NC2=O)N)CO)O. Cell line: IGROV1. Synergy scores: CSS=-4.85, Synergy_ZIP=0.813, Synergy_Bliss=-2.72, Synergy_Loewe=-4.94, Synergy_HSA=-4.67. (2) Drug 1: C1CNP(=O)(OC1)N(CCCl)CCCl. Drug 2: B(C(CC(C)C)NC(=O)C(CC1=CC=CC=C1)NC(=O)C2=NC=CN=C2)(O)O. Cell line: OVCAR-5. Synergy scores: CSS=47.7, Synergy_ZIP=0.659, Synergy_Bliss=-2.81, Synergy_Loewe=-56.3, Synergy_HSA=-4.77. (3) Drug 1: C1=NC2=C(N=C(N=C2N1C3C(C(C(O3)CO)O)O)F)N. Drug 2: CN1C2=C(C=C(C=C2)N(CCCl)CCCl)N=C1CCCC(=O)O.Cl. Cell line: PC-3. Synergy scores: CSS=3.02, Synergy_ZIP=-0.370, Synergy_Bliss=2.41, Synergy_Loewe=-4.24, Synergy_HSA=-0.0427. (4) Drug 1: CC1=C(N=C(N=C1N)C(CC(=O)N)NCC(C(=O)N)N)C(=O)NC(C(C2=CN=CN2)OC3C(C(C(C(O3)CO)O)O)OC4C(C(C(C(O4)CO)O)OC(=O)N)O)C(=O)NC(C)C(C(C)C(=O)NC(C(C)O)C(=O)NCCC5=NC(=CS5)C6=NC(=CS6)C(=O)NCCC[S+](C)C)O. Drug 2: CC1C(C(CC(O1)OC2CC(CC3=C2C(=C4C(=C3O)C(=O)C5=C(C4=O)C(=CC=C5)OC)O)(C(=O)CO)O)N)O.Cl. Cell line: OVCAR-5. Synergy scores: CSS=15.5, Synergy_ZIP=-9.06, Synergy_Bliss=-12.9, Synergy_Loewe=-9.57, Synergy_HSA=-8.42. (5) Drug 1: CC1=C(C=C(C=C1)NC2=NC=CC(=N2)N(C)C3=CC4=NN(C(=C4C=C3)C)C)S(=O)(=O)N.Cl. Drug 2: COC1=C2C(=CC3=C1OC=C3)C=CC(=O)O2. Cell line: T-47D. Synergy scores: CSS=5.00, Synergy_ZIP=-1.65, Synergy_Bliss=-0.678, Synergy_Loewe=0.0189, Synergy_HSA=0.0376. (6) Drug 1: CCC1(CC2CC(C3=C(CCN(C2)C1)C4=CC=CC=C4N3)(C5=C(C=C6C(=C5)C78CCN9C7C(C=CC9)(C(C(C8N6C)(C(=O)OC)O)OC(=O)C)CC)OC)C(=O)OC)O.OS(=O)(=O)O. Drug 2: CCC1=C2CN3C(=CC4=C(C3=O)COC(=O)C4(CC)O)C2=NC5=C1C=C(C=C5)O. Cell line: T-47D. Synergy scores: CSS=14.2, Synergy_ZIP=14.1, Synergy_Bliss=16.2, Synergy_Loewe=-24.7, Synergy_HSA=1.60. (7) Drug 1: C1CN1P(=S)(N2CC2)N3CC3. Drug 2: CC1=C(C=C(C=C1)NC(=O)C2=CC=C(C=C2)CN3CCN(CC3)C)NC4=NC=CC(=N4)C5=CN=CC=C5. Cell line: BT-549. Synergy scores: CSS=-2.16, Synergy_ZIP=-1.24, Synergy_Bliss=0.313, Synergy_Loewe=-5.79, Synergy_HSA=-2.03.